Dataset: Full USPTO retrosynthesis dataset with 1.9M reactions from patents (1976-2016). Task: Predict the reactants needed to synthesize the given product. (1) The reactants are: [NH2:1][C:2]1[CH:16]=[CH:15][C:5]([C:6]([O:8][CH2:9][CH2:10][CH2:11][CH2:12][CH2:13][CH3:14])=[O:7])=[CH:4][CH:3]=1.C(O)CCCCC.[N+](C1C=CC(C(Cl)=O)=CC=1)([O-])=O.Cl[C:37]1[C:46]2[C:41](=[CH:42][CH:43]=[CH:44][CH:45]=2)[N:40]=[CH:39][CH:38]=1.CCN(C(C)C)C(C)C. Given the product [N:40]1[C:41]2[C:46](=[CH:45][CH:44]=[CH:43][CH:42]=2)[C:37]([NH:1][C:2]2[CH:3]=[CH:4][C:5]([C:6]([O:8][CH2:9][CH2:10][CH2:11][CH2:12][CH2:13][CH3:14])=[O:7])=[CH:15][CH:16]=2)=[CH:38][CH:39]=1, predict the reactants needed to synthesize it. (2) Given the product [ClH:1].[ClH:1].[NH2:44][C@H:41]1[CH2:42][CH2:43][N:39]([CH:23]2[CH2:24][CH2:25][CH2:26][CH2:27][C:22]2([CH:10]([C:11]2[CH:16]=[CH:15][CH:14]=[C:13]([O:17][C:18]([F:21])([F:20])[F:19])[CH:12]=2)[CH3:9])[OH:28])[CH2:40]1, predict the reactants needed to synthesize it. The reactants are: [ClH:1].Cl.N[C@H]1CCN([CH2:9][CH:10]([C:22]2([OH:28])[CH2:27][CH2:26][CH2:25][CH2:24][CH2:23]2)[C:11]2[CH:16]=[CH:15][CH:14]=[C:13]([O:17][C:18]([F:21])([F:20])[F:19])[CH:12]=2)C1.OC1(C(C2C=CC=C(OC(F)(F)F)C=2)C([N:39]2[CH2:43][CH2:42][C@H:41]([NH:44]C(=O)OC(C)(C)C)[CH2:40]2)=O)CCCCC1. (3) Given the product [CH3:7][C:6]1[N:5]([C@H:8]2[CH2:13][CH2:12][C@H:11]([NH2:14])[CH2:10][CH2:9]2)[N:4]=[CH:3][C:2]=1[B:27]1[O:31][C:30]([CH3:33])([CH3:32])[C:29]([CH3:35])([CH3:34])[O:28]1, predict the reactants needed to synthesize it. The reactants are: I[C:2]1[CH:3]=[N:4][N:5]([C@H:8]2[CH2:13][CH2:12][C@H:11]([NH2:14])[CH2:10][CH2:9]2)[C:6]=1[CH3:7].C1COCC1.C([Mg]Cl)(C)C.CO[B:27]1[O:31][C:30]([CH3:33])([CH3:32])[C:29]([CH3:35])([CH3:34])[O:28]1.[NH4+].[Cl-]. (4) Given the product [F:28][C:29]1[N:30]=[CH:31][C:32]([C:2]2[CH:7]=[CH:6][C:5]([N:8]3[C@@H:12]([C:13]4[CH:18]=[CH:17][CH:16]=[CH:15][CH:14]=4)[C:11]([CH3:20])([CH3:19])[O:10][C:9]3=[O:21])=[CH:4][CH:3]=2)=[CH:33][C:34]=1[C:35]1[N:36]=[CH:37][CH:38]=[CH:39][N:40]=1, predict the reactants needed to synthesize it. The reactants are: I[C:2]1[CH:7]=[CH:6][C:5]([N:8]2[C@@H:12]([C:13]3[CH:18]=[CH:17][CH:16]=[CH:15][CH:14]=3)[C:11]([CH3:20])([CH3:19])[O:10][C:9]2=[O:21])=[CH:4][CH:3]=1.C(=O)([O-])[O-].[Na+].[Na+].[F:28][C:29]1[C:34]([C:35]2[N:40]=[CH:39][CH:38]=[CH:37][N:36]=2)=[CH:33][C:32](B2OC(C)(C)C(C)(C)O2)=[CH:31][N:30]=1. (5) Given the product [CH2:24]([O:23][C:21]1[CH:20]=[CH:19][C:17]2[NH:18][C:13]([C:4]3[C:3](=[O:33])[N:2]([N:1]=[CH:37][CH:34]4[CH2:36][CH2:35]4)[C:11]4[C:6]([C:5]=3[OH:12])=[CH:7][CH:8]=[CH:9][CH:10]=4)=[N:14][S:15](=[O:32])(=[O:31])[C:16]=2[CH:22]=1)[C:25]1[CH:26]=[CH:27][CH:28]=[CH:29][CH:30]=1, predict the reactants needed to synthesize it. The reactants are: [NH2:1][N:2]1[C:11]2[C:6](=[CH:7][CH:8]=[CH:9][CH:10]=2)[C:5]([OH:12])=[C:4]([C:13]2[NH:18][C:17]3[CH:19]=[CH:20][C:21]([O:23][CH2:24][C:25]4[CH:30]=[CH:29][CH:28]=[CH:27][CH:26]=4)=[CH:22][C:16]=3[S:15](=[O:32])(=[O:31])[N:14]=2)[C:3]1=[O:33].[CH:34]1([CH:37]=O)[CH2:36][CH2:35]1.